From a dataset of Catalyst prediction with 721,799 reactions and 888 catalyst types from USPTO. Predict which catalyst facilitates the given reaction. (1) Reactant: Cl[C:2]1[N:11]=[C:10]([NH:12][CH2:13][C:14]2[CH:19]=[CH:18][C:17]([NH:20][C:21](=[O:29])[C:22]3[CH:27]=[CH:26][C:25]([F:28])=[CH:24][CH:23]=3)=[CH:16][CH:15]=2)[C:9]2[C:4](=[CH:5][C:6]([I:30])=[CH:7][CH:8]=2)[N:3]=1.[CH3:31][NH:32][CH3:33]. Product: [CH3:31][N:32]([CH3:33])[C:2]1[N:11]=[C:10]([NH:12][CH2:13][C:14]2[CH:15]=[CH:16][C:17]([NH:20][C:21](=[O:29])[C:22]3[CH:27]=[CH:26][C:25]([F:28])=[CH:24][CH:23]=3)=[CH:18][CH:19]=2)[C:9]2[C:4](=[CH:5][C:6]([I:30])=[CH:7][CH:8]=2)[N:3]=1. The catalyst class is: 1. (2) Reactant: C([O:4][CH2:5][C:6]1[CH:11]=[CH:10][C:9]([CH2:12][C:13]2[CH:18]=[CH:17][C:16]([O:19][CH3:20])=[CH:15][CH:14]=2)=[C:8]([O:21][CH2:22][C:23]2[CH:28]=[CH:27][CH:26]=[CH:25][CH:24]=2)[CH:7]=1)(=O)C.[OH-].[K+].C(OC1C=C(C=CC=1CC1C=CC(CC)=CC=1)CO)C1C=CC=CC=1. Product: [CH2:22]([O:21][C:8]1[CH:7]=[C:6]([CH:11]=[CH:10][C:9]=1[CH2:12][C:13]1[CH:14]=[CH:15][C:16]([O:19][CH3:20])=[CH:17][CH:18]=1)[CH2:5][OH:4])[C:23]1[CH:24]=[CH:25][CH:26]=[CH:27][CH:28]=1. The catalyst class is: 7.